From a dataset of Full USPTO retrosynthesis dataset with 1.9M reactions from patents (1976-2016). Predict the reactants needed to synthesize the given product. (1) Given the product [CH3:1][O:2][C:3]1[CH:4]=[C:5]([CH2:20][C:21]([N:38]2[CH2:39][CH2:40][CH2:41][CH:37]2[C:36]#[C:35][C:32]2[CH:33]=[CH:34][C:29]([C:27]([O:26][CH2:24][CH3:25])=[O:28])=[CH:30][CH:31]=2)=[O:23])[CH:6]=[CH:7][C:8]=1[NH:9][C:10]([NH:12][C:13]1[CH:18]=[CH:17][CH:16]=[CH:15][C:14]=1[CH3:19])=[O:11], predict the reactants needed to synthesize it. The reactants are: [CH3:1][O:2][C:3]1[CH:4]=[C:5]([CH2:20][C:21]([OH:23])=O)[CH:6]=[CH:7][C:8]=1[NH:9][C:10]([NH:12][C:13]1[CH:18]=[CH:17][CH:16]=[CH:15][C:14]=1[CH3:19])=[O:11].[CH2:24]([O:26][C:27]([C:29]1[CH:34]=[CH:33][C:32]([C:35]#[C:36][CH:37]2[CH2:41][CH2:40][CH2:39][NH:38]2)=[CH:31][CH:30]=1)=[O:28])[CH3:25].C(Cl)CCl.Cl. (2) Given the product [Br-:20].[F:19][C:2]([F:1])([F:18])[C:3]1[CH:4]=[C:5]([N+:13]2[CH:17]=[CH:16][N:15]([CH2:21][CH2:22][CH3:23])[CH:14]=2)[CH:6]=[C:7]([C:9]([F:10])([F:11])[F:12])[CH:8]=1, predict the reactants needed to synthesize it. The reactants are: [F:1][C:2]([F:19])([F:18])[C:3]1[CH:4]=[C:5]([N:13]2[CH:17]=[CH:16][N:15]=[CH:14]2)[CH:6]=[C:7]([C:9]([F:12])([F:11])[F:10])[CH:8]=1.[Br:20][CH2:21][CH2:22][CH3:23]. (3) Given the product [CH:1]1([NH:4][C:5]2[C:6]3[CH:11]=[CH:10][C:9]([CH3:12])=[C:8]([I:13])[C:7]=3[O:16][N:15]=2)[CH2:3][CH2:2]1, predict the reactants needed to synthesize it. The reactants are: [CH:1]1([NH:4][C:5](=[N:15][OH:16])[C:6]2[CH:11]=[CH:10][C:9]([CH3:12])=[C:8]([I:13])[C:7]=2F)[CH2:3][CH2:2]1.